From a dataset of Experimentally validated miRNA-target interactions with 360,000+ pairs, plus equal number of negative samples. Binary Classification. Given a miRNA mature sequence and a target amino acid sequence, predict their likelihood of interaction. (1) The miRNA is hsa-miR-3925-5p with sequence AAGAGAACUGAAAGUGGAGCCU. The protein sequence of the target gene is MSFLVSKPERIRRWVSEKFIVEGLRDLELFGEQPPGDTRRKANEASSESIASFSKPEMMSSFLPEGGCYELLTIIGKGFEDLMTVNLARYKPTGEYVTVRRINLEACSNEMVTFLQGELHVSKLFSHPNIVPYRATFIADNELWVVTSFMAYGSAKDLIGTHFMDGMNELAIAYILQGVLKALDYIHHMGYVHRSVKASHILISTDGKVYLSGLRSNLSMISHGQRQRAVHDFPKYSIKVLPWLSPEVLQQNLQGYDAKSDIYSVGITACELANGHVPFKDMPATQMLLEKLNGTVPCLL.... Result: 0 (no interaction). (2) The miRNA is mmu-miR-6974-3p with sequence UCUCCACUCUCUUCUGUCCCAG. The protein sequence of the target gene is MHVMAASMARGGVSARVLLQAARGTWWNRPGGTSGSGEGVALGTTRKFQATGSRPAGEEDAGGPERPGDVVNVVFVDRSGQRIPVSGRVGDNVLHLAQRHGVDLEGACEASLACSTCHVYVSEDHLDLLPPPEEREDDMLDMAPLLQENSRLGCQIVLTPELEGAEFTLPKITRNFYVDGHVPKPH. Result: 0 (no interaction).